This data is from Full USPTO retrosynthesis dataset with 1.9M reactions from patents (1976-2016). The task is: Predict the reactants needed to synthesize the given product. (1) Given the product [NH2:1][C:2]1[C:7]([C:8]#[N:9])=[C:6]([O:10][CH2:11][CH3:12])[N:5]=[C:4]([C:13]([NH:21][CH2:20][C:19]2[CH:22]=[C:23]([O:26][CH3:27])[CH:24]=[CH:25][C:18]=2[O:17][CH3:16])=[O:15])[CH:3]=1, predict the reactants needed to synthesize it. The reactants are: [NH2:1][C:2]1[C:7]([C:8]#[N:9])=[C:6]([O:10][CH2:11][CH3:12])[N:5]=[C:4]([C:13]([OH:15])=O)[CH:3]=1.[CH3:16][O:17][C:18]1[CH:25]=[CH:24][C:23]([O:26][CH3:27])=[CH:22][C:19]=1[CH2:20][NH2:21].CCN(CC)CC.CN(C(ON1N=NC2C=CC=CC1=2)=[N+](C)C)C.[B-](F)(F)(F)F. (2) Given the product [CH2:1]([N:7]1[CH2:11][CH2:10][CH2:9][CH2:8]1)[CH2:2][CH:3]([CH3:5])[CH3:4], predict the reactants needed to synthesize it. The reactants are: [CH:1](=O)[CH2:2][CH:3]([CH3:5])[CH3:4].[NH:7]1[CH2:11][CH2:10][CH2:9][CH2:8]1.C(O[BH-](OC(=O)C)OC(=O)C)(=O)C.[Na+]. (3) Given the product [CH3:1][N:2]([CH3:26])[CH2:3][CH2:4][CH2:5][CH2:6][C:7]1[CH:12]=[C:11]([F:13])[C:10]([C:14]2[C:20]([OH:21])=[N:27][C:28]3[N:29]([N:30]=[CH:31][N:32]=3)[C:15]=2[OH:16])=[C:9]([F:25])[CH:8]=1, predict the reactants needed to synthesize it. The reactants are: [CH3:1][N:2]([CH3:26])[CH2:3][CH2:4][CH2:5][CH2:6][C:7]1[CH:12]=[C:11]([F:13])[C:10]([CH:14]([C:20](OCC)=[O:21])[C:15](OCC)=[O:16])=[C:9]([F:25])[CH:8]=1.[NH2:27][C:28]1[N:32]=[CH:31][NH:30][N:29]=1.C(N(CCCC)CCCC)CCC. (4) Given the product [Cl:9][C:10]1[C:14]([Cl:15])=[C:13]([CH3:16])[NH:12][C:11]=1[C:17]([NH:19][C@@H:20]1[CH2:25][CH2:24][N:23]([C:26]2[S:27][C:28]([C:31]([O-:33])=[O:32])=[CH:29][N:30]=2)[CH2:22][C@@H:21]1[F:34])=[O:18].[OH:4][CH2:3][C:2]([CH2:7][OH:8])([NH3+:1])[CH2:5][OH:6], predict the reactants needed to synthesize it. The reactants are: [NH2:1][C:2]([CH2:7][OH:8])([CH2:5][OH:6])[CH2:3][OH:4].[Cl:9][C:10]1[C:14]([Cl:15])=[C:13]([CH3:16])[NH:12][C:11]=1[C:17]([NH:19][C@@H:20]1[CH2:25][CH2:24][N:23]([C:26]2[S:27][C:28]([C:31]([OH:33])=[O:32])=[CH:29][N:30]=2)[CH2:22][C@@H:21]1[F:34])=[O:18].CO. (5) Given the product [F:25][C:26]1[CH:27]=[C:28]([S:32]([N:17]2[CH2:18][CH:15]([O:14][CH:6]([C:7]3[CH:12]=[CH:11][C:10]([Cl:13])=[CH:9][CH:8]=3)[C:5]3[CH:19]=[CH:20][CH:21]=[CH:22][C:4]=3[C:3]([F:2])([F:23])[F:24])[CH2:16]2)(=[O:34])=[O:33])[CH:29]=[CH:30][CH:31]=1, predict the reactants needed to synthesize it. The reactants are: Cl.[F:2][C:3]([F:24])([F:23])[C:4]1[CH:22]=[CH:21][CH:20]=[CH:19][C:5]=1[CH:6]([O:14][CH:15]1[CH2:18][NH:17][CH2:16]1)[C:7]1[CH:12]=[CH:11][C:10]([Cl:13])=[CH:9][CH:8]=1.[F:25][C:26]1[CH:27]=[C:28]([S:32](Cl)(=[O:34])=[O:33])[CH:29]=[CH:30][CH:31]=1.[N+](C1C=CC(S(N2CC(OC(C3C=CC(Cl)=CC=3)C3C=CC=CC=3C(F)(F)F)C2)(=O)=O)=CC=1)([O-])=O. (6) The reactants are: [F:1][C:2]1[CH:7]=[CH:6][C:5]([N+:8]([O-:10])=[O:9])=[CH:4][C:3]=1[S:11](Cl)(=[O:13])=[O:12].Cl.CN.C[CH2:19][N:20](CC)CC.Cl. Given the product [F:1][C:2]1[CH:7]=[CH:6][C:5]([N+:8]([O-:10])=[O:9])=[CH:4][C:3]=1[S:11]([NH:20][CH3:19])(=[O:13])=[O:12], predict the reactants needed to synthesize it.